Dataset: Full USPTO retrosynthesis dataset with 1.9M reactions from patents (1976-2016). Task: Predict the reactants needed to synthesize the given product. (1) Given the product [O:1]1[CH2:6][CH2:5][CH2:4][CH2:3][CH:2]1[N:7]1[CH:15]=[C:14]2[C:9]([CH:10]=[CH:11][CH:12]=[C:13]2[NH:16][C:18]2[C:23]([C:24]3[N:32]=[CH:31][N:30]=[C:29]4[C:25]=3[N:26]=[CH:27][N:28]4[CH:33]3[CH2:38][CH2:37][CH2:36][CH2:35][O:34]3)=[CH:22][CH:21]=[CH:20][N:19]=2)=[N:8]1, predict the reactants needed to synthesize it. The reactants are: [O:1]1[CH2:6][CH2:5][CH2:4][CH2:3][CH:2]1[N:7]1[CH:15]=[C:14]2[C:9]([CH:10]=[CH:11][CH:12]=[C:13]2[NH2:16])=[N:8]1.F[C:18]1[C:23]([C:24]2[N:32]=[CH:31][N:30]=[C:29]3[C:25]=2[N:26]=[CH:27][N:28]3[CH:33]2[CH2:38][CH2:37][CH2:36][CH2:35][O:34]2)=[CH:22][CH:21]=[CH:20][N:19]=1.[Li+].C[Si]([N-][Si](C)(C)C)(C)C. (2) Given the product [NH2:16][C:15]1[C:3]([N:8]2[CH:25]=[CH:20][CH:21]=[N:9]2)=[C:2]([CH3:10])[CH:7]=[C:13]([C:12]([CH3:19])([CH3:18])[CH3:11])[CH:14]=1, predict the reactants needed to synthesize it. The reactants are: Cl.[C:2]1([CH3:10])[CH:7]=CC=C[C:3]=1[NH:8][NH2:9].[CH3:11][C:12]([CH3:19])([CH3:18])[C:13](=O)[CH2:14][C:15]#[N:16].[C:20]1(C)[CH:25]=CC=C[CH:21]=1. (3) Given the product [O:1]([CH2:8][C:9]1[CH:10]=[CH:11][C:12]([C:15]2[NH:36][C:18]3=[N:19][C:20]([CH:23]4[CH2:28][CH2:27][NH:26][CH2:25][CH2:24]4)=[CH:21][CH:22]=[C:17]3[N:16]=2)=[CH:13][CH:14]=1)[C:2]1[CH:3]=[CH:4][CH:5]=[CH:6][CH:7]=1, predict the reactants needed to synthesize it. The reactants are: [O:1]([CH2:8][C:9]1[CH:14]=[CH:13][C:12]([C:15]2[NH:36][C:18]3=[N:19][C:20]([CH:23]4[CH2:28][CH2:27][N:26](C(OC(C)(C)C)=O)[CH2:25][CH2:24]4)=[CH:21][CH:22]=[C:17]3[N:16]=2)=[CH:11][CH:10]=1)[C:2]1[CH:7]=[CH:6][CH:5]=[CH:4][CH:3]=1.C(O)(C(F)(F)F)=O.